Dataset: Forward reaction prediction with 1.9M reactions from USPTO patents (1976-2016). Task: Predict the product of the given reaction. (1) The product is: [CH2:1]([CH:3]([CH2:6][CH2:7][CH2:8][CH3:9])[CH2:4][Cl:10])[CH3:2]. Given the reactants [CH2:1]([CH:3]([CH2:6][CH2:7][CH2:8][CH3:9])[CH2:4]O)[CH3:2].[ClH:10], predict the reaction product. (2) Given the reactants CC([O-])(C)C.[K+].[N+:7]([C:10]1[S:14][C:13]([C:15]2[N:19]=[CH:18][N:17]([CH2:20][O:21][CH2:22][CH2:23][Si:24]([CH3:27])([CH3:26])[CH3:25])[N:16]=2)=[CH:12][CH:11]=1)([O-:9])=[O:8].[CH:28](Cl)([Cl:30])[Cl:29], predict the reaction product. The product is: [Cl:29][CH:28]([Cl:30])[C:11]1[CH:12]=[C:13]([C:15]2[N:19]=[CH:18][N:17]([CH2:20][O:21][CH2:22][CH2:23][Si:24]([CH3:27])([CH3:26])[CH3:25])[N:16]=2)[S:14][C:10]=1[N+:7]([O-:9])=[O:8]. (3) Given the reactants [CH2:1]=[CH:2][CH2:3][CH2:4][CH2:5][CH2:6][CH2:7][CH2:8][CH2:9][CH2:10][CH3:11].Br[C:13]1[CH:14]=[C:15]([CH:18]=[CH:19][C:20]=1[CH3:21])[C:16]#[N:17], predict the reaction product. The product is: [CH3:21][C:20]1[CH:19]=[CH:18][C:15]([C:16]#[N:17])=[CH:14][C:13]=1[CH2:11][CH2:10][CH2:9][CH2:8][CH2:7][CH2:6][CH2:5][CH2:4][CH2:3][CH2:2][CH3:1].